This data is from Full USPTO retrosynthesis dataset with 1.9M reactions from patents (1976-2016). The task is: Predict the reactants needed to synthesize the given product. (1) Given the product [CH3:18][C:5]1[C:6]2[C:11]([C:12]([CH3:17])=[C:13]3[C:4]=1[CH:3]=[CH:2][CH:15]=[CH:14]3)=[CH:10][CH:9]=[CH:8][CH:7]=2, predict the reactants needed to synthesize it. The reactants are: Br[C:2]1[C:15](Br)=[CH:14][C:13]2[CH:12]([CH3:17])[C:11]3[C:6](=[CH:7][CH:8]=[CH:9][CH:10]=3)[CH:5]([CH3:18])[C:4]=2[CH:3]=1.O.O.[Sn](Cl)Cl.Cl.O. (2) The reactants are: [CH2:1]([O:3][C:4]([C:6]1[CH:7]=[C:8]2[N:13]([C:14]=1[C:15]1[CH:20]=[CH:19][N:18]=[C:17]([CH3:21])[CH:16]=1)[CH:12]=[CH:11][C:10]([CH2:22]OS(C)(=O)=O)=[CH:9]2)=[O:5])[CH3:2].[N-:28]=[N+:29]=[N-:30].[Na+]. Given the product [CH2:1]([O:3][C:4]([C:6]1[CH:7]=[C:8]2[N:13]([C:14]=1[C:15]1[CH:20]=[CH:19][N:18]=[C:17]([CH3:21])[CH:16]=1)[CH:12]=[CH:11][C:10]([CH2:22][N:28]=[N+:29]=[N-:30])=[CH:9]2)=[O:5])[CH3:2], predict the reactants needed to synthesize it. (3) Given the product [CH3:1][N:2]([C:4]([O:6][C:7]([CH3:10])([CH3:9])[CH3:8])=[O:5])[NH:3][C:29]([C:15]1[CH:14]=[N:13][N:12]([CH3:11])[C:16]=1[CH2:17][O:18][C:19]1[CH:20]=[CH:21][C:22]([C:25]([F:28])([F:27])[F:26])=[CH:23][CH:24]=1)=[O:30], predict the reactants needed to synthesize it. The reactants are: [CH3:1][N:2]([C:4]([O:6][C:7]([CH3:10])([CH3:9])[CH3:8])=[O:5])[NH2:3].[CH3:11][N:12]1[C:16]([CH2:17][O:18][C:19]2[CH:24]=[CH:23][C:22]([C:25]([F:28])([F:27])[F:26])=[CH:21][CH:20]=2)=[C:15]([C:29](O)=[O:30])[CH:14]=[N:13]1.C(N(C(C)C)CC)(C)C.CN(C)C=O.